This data is from Forward reaction prediction with 1.9M reactions from USPTO patents (1976-2016). The task is: Predict the product of the given reaction. (1) Given the reactants [Cl:1][C:2]1[CH:3]=[CH:4][C:5]([O:22][CH3:23])=[C:6]([CH:8]([NH:10][C:11]2[CH:16]=[C:15](F)[CH:14]=[CH:13][C:12]=2[S:18]([CH3:21])(=[O:20])=[O:19])[CH3:9])[CH:7]=1.[NH:24]1[CH2:29][CH2:28][NH:27][CH2:26][CH2:25]1.C(N(CC)C(C)C)(C)C, predict the reaction product. The product is: [Cl:1][C:2]1[CH:3]=[CH:4][C:5]([O:22][CH3:23])=[C:6]([CH:8]([NH:10][C:11]2[CH:16]=[C:15]([N:24]3[CH2:29][CH2:28][NH:27][CH2:26][CH2:25]3)[CH:14]=[CH:13][C:12]=2[S:18]([CH3:21])(=[O:20])=[O:19])[CH3:9])[CH:7]=1. (2) Given the reactants CC1C=CC(S(O[CH2:12][CH:13]2[CH2:17][C:16]3[CH:18]=[CH:19][C:20]([Cl:29])=[C:21]([C:22]4[CH:27]=[CH:26][CH:25]=[CH:24][C:23]=4[Cl:28])[C:15]=3[O:14]2)(=O)=O)=CC=1.[CH3:30][NH2:31], predict the reaction product. The product is: [Cl:29][C:20]1[CH:19]=[CH:18][C:16]2[CH2:17][CH:13]([CH2:12][NH:31][CH3:30])[O:14][C:15]=2[C:21]=1[C:22]1[CH:27]=[CH:26][CH:25]=[CH:24][C:23]=1[Cl:28]. (3) Given the reactants Cl[C:2]1[C:11]([N:12]([CH:14]([CH3:16])[CH3:15])[CH3:13])=[N:10][C:9]2[C:4](=[CH:5][CH:6]=[C:7]([C:17]([O:19][CH3:20])=[O:18])[CH:8]=2)[N:3]=1.[O:21]1[C:25]2[CH:26]=[CH:27][CH:28]=[CH:29][C:24]=2[CH:23]=[C:22]1B(O)O.[O-]P([O-])([O-])=O.[K+].[K+].[K+], predict the reaction product. The product is: [O:21]1[C:25]2[CH:26]=[CH:27][CH:28]=[CH:29][C:24]=2[CH:23]=[C:22]1[C:2]1[C:11]([N:12]([CH:14]([CH3:16])[CH3:15])[CH3:13])=[N:10][C:9]2[C:4](=[CH:5][CH:6]=[C:7]([C:17]([O:19][CH3:20])=[O:18])[CH:8]=2)[N:3]=1. (4) Given the reactants [Cl:1][C:2]1[CH:7]=[CH:6][C:5]([C:8]2[C:12]([CH2:13][CH2:14][C:15](O)=[O:16])=[CH:11][N:10]([C:18]3[CH:23]=[CH:22][C:21]([O:24][CH3:25])=[C:20]([Cl:26])[CH:19]=3)[N:9]=2)=[CH:4][C:3]=1[F:27].CCN=C=NCCCN(C)C.Cl.[CH3:40][S:41]([NH2:44])(=[O:43])=[O:42], predict the reaction product. The product is: [Cl:1][C:2]1[CH:7]=[CH:6][C:5]([C:8]2[C:12]([CH2:13][CH2:14][C:15]([NH:44][S:41]([CH3:40])(=[O:43])=[O:42])=[O:16])=[CH:11][N:10]([C:18]3[CH:23]=[CH:22][C:21]([O:24][CH3:25])=[C:20]([Cl:26])[CH:19]=3)[N:9]=2)=[CH:4][C:3]=1[F:27].